From a dataset of Reaction yield outcomes from USPTO patents with 853,638 reactions. Predict the reaction yield, written as a fraction of the theoretical maximum amount of product (1.0 means a 100% yield; for example, 0.34 means a 34% yield). (1) The reactants are [Cl:1][C:2]1[CH:3]=[C:4]([CH:9]=[C:10]([CH3:16])[C:11]([O:13][CH2:14][CH3:15])=[O:12])[CH:5]=[CH:6][C:7]=1[OH:8].[H][H]. The catalyst is C(OCC)(=O)C.[Pd]. The product is [Cl:1][C:2]1[CH:3]=[C:4]([CH2:9][CH:10]([CH3:16])[C:11]([O:13][CH2:14][CH3:15])=[O:12])[CH:5]=[CH:6][C:7]=1[OH:8]. The yield is 0.969. (2) The reactants are [CH:1]1([NH:6][C:7]2[CH:8]=[CH:9][CH:10]=[C:11]3[C:15]=2[NH:14][C:13]([C:16]2[S:17][CH2:18][CH:19]([CH2:21][C:22]([OH:24])=O)[N:20]=2)=[CH:12]3)[CH2:5][CH2:4][CH2:3][CH2:2]1.O[NH:26][C:27]([CH:29]1[CH2:33][CH2:32][CH2:31][CH2:30]1)=[NH:28].O. The catalyst is CN(C)C=O. The product is [CH:1]1([NH:6][C:7]2[CH:8]=[CH:9][CH:10]=[C:11]3[C:15]=2[NH:14][C:13]([C:16]2[S:17][CH2:18][C@@H:19]([CH2:21][C:22]4[O:24][N:28]=[C:27]([CH:29]5[CH2:33][CH2:32][CH2:31][CH2:30]5)[N:26]=4)[N:20]=2)=[CH:12]3)[CH2:5][CH2:4][CH2:3][CH2:2]1. The yield is 0.560. (3) The reactants are [CH2:1]([O:4][C:5]1([CH3:36])[CH2:10][CH2:9][N:8]([C:11]2[N:16]3[N:17]=[C:18]([CH2:20][N:21]=[N+:22]=[N-:23])[CH:19]=[C:15]3[N:14]=[C:13]([CH3:24])[C:12]=2[C@H:25]([O:31][C:32]([CH3:35])([CH3:34])[CH3:33])[C:26]([O:28][CH2:29][CH3:30])=[O:27])[CH2:7][CH2:6]1)[CH:2]=[CH2:3].[C:37]([C:39]1[CH:44]=[CH:43][CH:42]=[CH:41][C:40]=1[CH2:45][OH:46])#[CH:38].CCN(C(C)C)C(C)C. The catalyst is C1COCC1.CCOCC.[Cu]I. The product is [CH2:1]([O:4][C:5]1([CH3:36])[CH2:10][CH2:9][N:8]([C:11]2[N:16]3[N:17]=[C:18]([CH2:20][N:21]4[CH:38]=[C:37]([C:39]5[CH:44]=[CH:43][CH:42]=[CH:41][C:40]=5[CH2:45][OH:46])[N:23]=[N:22]4)[CH:19]=[C:15]3[N:14]=[C:13]([CH3:24])[C:12]=2[C@H:25]([O:31][C:32]([CH3:35])([CH3:34])[CH3:33])[C:26]([O:28][CH2:29][CH3:30])=[O:27])[CH2:7][CH2:6]1)[CH:2]=[CH2:3]. The yield is 0.436. (4) The reactants are [I:1][C:2]1[CH:3]=[C:4]([CH:6]=[C:7]([N:9]2[CH2:14][CH2:13][O:12][CH2:11][CH2:10]2)[CH:8]=1)[NH2:5].[CH3:15][S:16](Cl)(=[O:18])=[O:17]. No catalyst specified. The product is [I:1][C:2]1[CH:3]=[C:4]([NH:5][S:16]([CH3:15])(=[O:18])=[O:17])[CH:6]=[C:7]([N:9]2[CH2:14][CH2:13][O:12][CH2:11][CH2:10]2)[CH:8]=1. The yield is 0.950. (5) The reactants are [C:1](#[N:5])[CH2:2][C:3]#[N:4].[Cl:6][C:7]1[C:14]([Cl:15])=[CH:13][CH:12]=[CH:11][C:8]=1[CH:9]=O.[BH4-].[Na+].Cl. The catalyst is C(O)C.O. The product is [Cl:6][C:7]1[C:14]([Cl:15])=[CH:13][CH:12]=[CH:11][C:8]=1[CH2:9][CH:2]([C:1]#[N:5])[C:3]#[N:4]. The yield is 0.870. (6) The reactants are [Cl-].O[NH3+:3].[C:4](=[O:7])([O-])[OH:5].[Na+].CS(C)=O.[CH2:13]([C:17]1[N:18]=[CH:19][N:20]([CH2:39][C:40]2[CH:45]=[CH:44][C:43]([F:46])=[CH:42][CH:41]=2)[C:21](=[O:38])[C:22]=1[CH2:23][C:24]1[CH:29]=[CH:28][C:27]([C:30]2[C:31]([C:36]#[N:37])=[CH:32][CH:33]=[CH:34][CH:35]=2)=[CH:26][CH:25]=1)[CH2:14][CH2:15][CH3:16]. The catalyst is C(OCC)(=O)C. The product is [CH2:13]([C:17]1[N:18]=[CH:19][N:20]([CH2:39][C:40]2[CH:45]=[CH:44][C:43]([F:46])=[CH:42][CH:41]=2)[C:21](=[O:38])[C:22]=1[CH2:23][C:24]1[CH:25]=[CH:26][C:27]([C:30]2[CH:35]=[CH:34][CH:33]=[CH:32][C:31]=2[C:36]2[NH:3][C:4](=[O:7])[O:5][N:37]=2)=[CH:28][CH:29]=1)[CH2:14][CH2:15][CH3:16]. The yield is 0.620. (7) The reactants are [N+:1]([C:4]1[CH:5]=[C:6]([OH:10])[CH:7]=[CH:8][CH:9]=1)([O-:3])=[O:2].[Br:11][CH2:12][CH2:13][CH2:14]Br.C([O-])([O-])=O.[Cs+].[Cs+]. The catalyst is C(#N)C. The product is [N+:1]([C:4]1[CH:5]=[C:6]([O:10][CH2:14][CH2:13][CH2:12][Br:11])[CH:7]=[CH:8][CH:9]=1)([O-:3])=[O:2]. The yield is 0.566.